This data is from TCR-epitope binding with 47,182 pairs between 192 epitopes and 23,139 TCRs. The task is: Binary Classification. Given a T-cell receptor sequence (or CDR3 region) and an epitope sequence, predict whether binding occurs between them. (1) The epitope is NLDSKVGGNY. The TCR CDR3 sequence is CASSQDGTGWRSPEFF. Result: 0 (the TCR does not bind to the epitope). (2) The epitope is KEIDRLNEV. The TCR CDR3 sequence is CATSDLEPGGSAGELFF. Result: 0 (the TCR does not bind to the epitope). (3) The epitope is KRWIILGLNK. The TCR CDR3 sequence is CASSRTQGPNTDTQYF. Result: 1 (the TCR binds to the epitope). (4) The epitope is TPGPGVRYPL. The TCR CDR3 sequence is CASSIRSAHEQFF. Result: 0 (the TCR does not bind to the epitope). (5) The epitope is YVLDHLIVV. Result: 1 (the TCR binds to the epitope). The TCR CDR3 sequence is CASTTEGGLIHEKLFF. (6) The epitope is FLASKIGRLV. The TCR CDR3 sequence is CASSSGGKRGISPSYEQYF. Result: 0 (the TCR does not bind to the epitope). (7) The epitope is LEPLVDLPI. The TCR CDR3 sequence is CASSLGSVPYNEQFF. Result: 1 (the TCR binds to the epitope).